From a dataset of Kir2.1 potassium channel HTS with 301,493 compounds. Binary Classification. Given a drug SMILES string, predict its activity (active/inactive) in a high-throughput screening assay against a specified biological target. (1) The drug is OCCN1CCN(CC1)c1nc2c(nc1c1ccccc1)cccc2. The result is 0 (inactive). (2) The compound is o1c(CN2CCN(CC2)c2c(OC)cccc2)ccc1. The result is 0 (inactive). (3) The compound is Clc1c(CNC(=O)CN(S(=O)(=O)c2cc3n(c(=O)c(=O)n(c3cc2)C)C)C)cccc1. The result is 0 (inactive). (4) The drug is Brc1cc(S(=O)(=O)NCC(OCc2c3c(oc(=O)c2)cc(NC(OCC)=O)cc3)=O)ccc1. The result is 0 (inactive). (5) The compound is S(=O)(=O)(c1nc(oc1N(C)C)c1ccc(cc1)C)c1ccc(cc1)C. The result is 0 (inactive). (6) The drug is S(CC(OC1CCCCC1)=O)c1oc(nn1)COc1cc(cc(c1)C)C. The result is 0 (inactive). (7) The compound is O=C(Nc1c(CC)cccc1CC)C1CCN(CC1)C(=O)c1occc1. The result is 0 (inactive).